This data is from Reaction yield outcomes from USPTO patents with 853,638 reactions. The task is: Predict the reaction yield, written as a fraction of the theoretical maximum amount of product (1.0 means a 100% yield; for example, 0.34 means a 34% yield). (1) The reactants are [CH2:1]([C:5]1[N:6]=[C:7]([CH3:27])[NH:8][C:9](=[O:26])[C:10]=1[CH2:11][C:12]1[CH:17]=[CH:16][C:15]([C:18]2[C:19]([C:24]#[N:25])=[CH:20][CH:21]=[CH:22][CH:23]=2)=[CH:14][CH:13]=1)[CH2:2][CH2:3][CH3:4].C(=O)([O-])[O-].[K+].[K+].Br[CH2:35][C:36]1[CH:41]=[CH:40][CH:39]=[C:38]([F:42])[C:37]=1[F:43].CN(C)C=O. The catalyst is C(OCC)(=O)C. The product is [CH2:1]([C:5]1[N:6]=[C:7]([CH3:27])[N:8]([CH2:35][C:36]2[CH:41]=[CH:40][CH:39]=[C:38]([F:42])[C:37]=2[F:43])[C:9](=[O:26])[C:10]=1[CH2:11][C:12]1[CH:17]=[CH:16][C:15]([C:18]2[C:19]([C:24]#[N:25])=[CH:20][CH:21]=[CH:22][CH:23]=2)=[CH:14][CH:13]=1)[CH2:2][CH2:3][CH3:4]. The yield is 0.460. (2) The reactants are [H-].[Na+].[CH3:3][O:4][C:5]([C:7]1[CH:26]=[CH:25][C:10]([CH2:11][CH:12]([C:19]([O:21][CH2:22][CH:23]=[CH2:24])=[O:20])[C:13]([O:15][CH2:16][CH:17]=[CH2:18])=[O:14])=[CH:9][CH:8]=1)=[O:6].Br[CH2:28][CH2:29][C:30]1[CH:42]=[CH:41][C:33]([C:34]([O:36][C:37]([CH3:40])([CH3:39])[CH3:38])=[O:35])=[CH:32][CH:31]=1. The catalyst is CN(C=O)C. The product is [C:37]([O:36][C:34]([C:33]1[CH:41]=[CH:42][C:30]([CH2:29][CH2:28][C:12]([CH2:11][C:10]2[CH:9]=[CH:8][C:7]([C:5]([O:4][CH3:3])=[O:6])=[CH:26][CH:25]=2)([C:19]([O:21][CH2:22][CH:23]=[CH2:24])=[O:20])[C:13]([O:15][CH2:16][CH:17]=[CH2:18])=[O:14])=[CH:31][CH:32]=1)=[O:35])([CH3:40])([CH3:39])[CH3:38]. The yield is 0.140. (3) The reactants are [Cl:1][C:2]1[CH:7]=[CH:6][CH:5]=[C:4](I)[CH:3]=1.N1(C2CCCCCCCCCC2)CCCN=CCCCCC1.C1CCN2C(=NCCC2)CC1.[CH2:42]([O:49][C:50]1[N:51]=[N:52][C:53]([C:64]#[CH:65])=[CH:54][C:55]=1[O:56][CH2:57][C:58]1[CH:63]=[CH:62][CH:61]=[CH:60][CH:59]=1)[C:43]1[CH:48]=[CH:47][CH:46]=[CH:45][CH:44]=1. The catalyst is O1CCCC1.[Cu]I.Cl[Pd](Cl)([P](C1C=CC=CC=1)(C1C=CC=CC=1)C1C=CC=CC=1)[P](C1C=CC=CC=1)(C1C=CC=CC=1)C1C=CC=CC=1. The product is [CH2:42]([O:49][C:50]1[N:51]=[N:52][C:53]([C:64]#[C:65][C:4]2[CH:5]=[CH:6][CH:7]=[C:2]([Cl:1])[CH:3]=2)=[CH:54][C:55]=1[O:56][CH2:57][C:58]1[CH:63]=[CH:62][CH:61]=[CH:60][CH:59]=1)[C:43]1[CH:44]=[CH:45][CH:46]=[CH:47][CH:48]=1. The yield is 0.300. (4) The reactants are [CH2:1]([O:8][CH2:9]/[CH:10]=[CH:11]/[C:12]1[CH:17]=[CH:16][CH:15]=[CH:14][C:13]=1[Cl:18])[C:2]1[CH:7]=[CH:6][CH:5]=[CH:4][CH:3]=1.C([O-])([O-])=[O:20].[K+].[K+].CC(O)=O.OOS([O-])=O.[K+].C([O-])([O-])=O.[K+].[K+]. The catalyst is [N+](CCCC)(CCCC)(CCCC)CCCC.[O-]S(O)(=O)=O.C(N(CC(O)=O)CC(O)=O)CN(CC(O)=O)CC(O)=O. The product is [CH2:1]([O:8][CH2:9][C@@H:10]1[C@@H:11]([C:12]2[CH:17]=[CH:16][CH:15]=[CH:14][C:13]=2[Cl:18])[O:20]1)[C:2]1[CH:3]=[CH:4][CH:5]=[CH:6][CH:7]=1. The yield is 0.560. (5) The yield is 0.300. The product is [CH3:8][C:2]1[CH:3]=[C:4]([C:7]([OH:9])=[O:16])[CH:5]=[CH:6][N:1]=1. No catalyst specified. The reactants are [N:1]1[CH:6]=[CH:5][C:4]([CH3:7])=[CH:3][C:2]=1[CH3:8].[O-:9][Mn](=O)(=O)=O.[K+].Cl.[OH2:16]. (6) The reactants are [Cl:1][C:2]1[CH:10]=[CH:9][C:8]([CH:11]2[CH2:13][CH2:12]2)=[CH:7][C:3]=1[C:4](O)=[O:5].ClC(OC(C)C)=O.CC[N:23](C(C)C)C(C)C.N. The catalyst is C1COCC1. The product is [Cl:1][C:2]1[CH:10]=[CH:9][C:8]([CH:11]2[CH2:13][CH2:12]2)=[CH:7][C:3]=1[C:4]([NH2:23])=[O:5]. The yield is 0.430. (7) The reactants are CN(C)[CH:3]=[CH:4][C:5]([C:7]1[CH:8]=[N:9][CH:10]=[CH:11][CH:12]=1)=O.[N+]([O-])(O)=O.[NH2:18][C:19]([NH2:21])=N.[OH-].[Na+].[CH2:24](O)CCC. No catalyst specified. The product is [N:9]1[CH:10]=[CH:11][CH:12]=[C:7]([C:5]2[CH:4]=[CH:3][N:18]=[C:19]([NH2:21])[CH:24]=2)[CH:8]=1. The yield is 0.850.